From a dataset of Drug-target binding data from BindingDB using IC50 measurements. Regression. Given a target protein amino acid sequence and a drug SMILES string, predict the binding affinity score between them. We predict pIC50 (pIC50 = -log10(IC50 in M); higher means more potent). Dataset: bindingdb_ic50. (1) The drug is CC(=O)N[C@@H]1[C@@H](OC=CC(NS(=O)(=O)c2ccc(C)cc2)N(C(C)C)C(C)C)C=C(C(=O)O)O[C@H]1[C@H](O)[C@H](O)CO. The target protein sequence is MAEKGKTNSSYWSTTRNDNSTVNTYIDTPAGKTHIWLLIATTMHTILSFIIMILCIDLIIKQDTCMKTNIITISSMNESAKTIKETITELIRQEVISRTINIQSSVQSGIPILLNKQSRDLTQLIEKSCNRQELAQICENTNAIHHADGISPLDPHDFWRCPVGEPLLSDNPNISLLPGPSLLSGSTTISGCVRLPSLSIGDAIYAYSSNLITQGCADIGKSYQVLQLGYISLNSDMYPDLNPVISHTYDINDNRKSCSVIAAGTRGYQLCSLPTVNETTDYSSEGIEDLVFDILDLKGKTKSHRYKNEDITFDHPFSAMYPSVGSGIKIENTLIFLGYGGLTTPLQGDTKCVTNRCANVNQSVCNDALKITWRLKKRQVNVLIRINNYLSDRPKIVVETIPITQNYLGAEGRLLKLGKKIYIYTRSSGWHSHLQIGSLDINNPMTIKWAPHEVLSRPGNQDCNWYNRCPRECISGVYTDAYPLSPDAVNVATTTLYANT.... The pIC50 is 2.3. (2) The drug is CN1C(=O)C2=NC(CC3CCCC3)NC2N2CC3(CCCC3)N=C12. The target protein sequence is MRRDERDAKAMRSPPPPDGAASPPESVRNGYVKGCVSPLRQDPPRGFFFHLCRFCNVELLLPPPASPQQPRRGSPFSRARLLLGALAAFVLALLLGSGPESWAAGAARLRTLLSVCSQSLSPLFSIACAFFFLTCFLTRTKRGAGPGRSGGGSWWLLALPACCYLGDFLVGQWESWSRGDGDARAPVPHTPPAVAGRWFLVLSCVGLLTLAQPGRLRHSIVVLLFSSFVWWVSFTSLGALPPALRPLLSCLVGGVGCLLALGLDHFFQIREAPQQPQLSSTAEEKVPVIRPRRRSSCVSFGETSGGYYGSCKMFRRPSLPCISREQMILWDWDLKQWYKPHYQISGGGSGVDLSVLNEARNMVSDLLVDPTLPPQVIASLRSISSLMGAFSGSCRPKMNPLTPFPGFYPCSEIEDPAEKGDRKLHKGLNSRNSLPTPHLRRSSGTSGLPPIDQTSPRWERNNGKRPHQEFGILSQGCYLNGPFSSNLLTVPKQRSSSVSL.... The pIC50 is 4.2.